From a dataset of Forward reaction prediction with 1.9M reactions from USPTO patents (1976-2016). Predict the product of the given reaction. (1) Given the reactants [Cl:1][C:2]1[CH:21]=[C:20]([Cl:22])[CH:19]=[CH:18][C:3]=1[O:4][C:5]1[CH:12]=[CH:11][C:8]([C:9]#[N:10])=[CH:7][C:6]=1[O:13][CH2:14][C:15](=O)[CH3:16].[C-:23]#[N:24].[Na+].[NH3:26], predict the reaction product. The product is: [NH2:26][C:15]([C:23]#[N:24])([CH3:16])[CH2:14][O:13][C:6]1[CH:7]=[C:8]([CH:11]=[CH:12][C:5]=1[O:4][C:3]1[CH:18]=[CH:19][C:20]([Cl:22])=[CH:21][C:2]=1[Cl:1])[C:9]#[N:10]. (2) Given the reactants [CH2:1]([N:3]([CH2:32][CH3:33])[CH2:4][CH2:5]/[CH:6]=[CH:7]/[C:8]1[CH:13]=[CH:12][CH:11]=[CH:10][C:9]=1[S:14]([NH:17][C:18]1[CH:27]=[CH:26][C:25]2[CH2:24][CH2:23][CH2:22][CH2:21][C:20]=2[C:19]=1[C:28]([O:30]C)=[O:29])(=[O:16])=[O:15])[CH3:2].[Li+].[I-], predict the reaction product. The product is: [CH2:32]([N:3]([CH2:1][CH3:2])[CH2:4][CH2:5]/[CH:6]=[CH:7]/[C:8]1[CH:13]=[CH:12][CH:11]=[CH:10][C:9]=1[S:14]([NH:17][C:18]1[CH:27]=[CH:26][C:25]2[CH2:24][CH2:23][CH2:22][CH2:21][C:20]=2[C:19]=1[C:28]([OH:30])=[O:29])(=[O:16])=[O:15])[CH3:33].